This data is from Catalyst prediction with 721,799 reactions and 888 catalyst types from USPTO. The task is: Predict which catalyst facilitates the given reaction. (1) Reactant: [O:1]=[C:2]([NH:8][C:9]1[CH:10]=[C:11]([CH3:15])[CH:12]=[CH:13][CH:14]=1)/[CH:3]=[CH:4]\[C:5]([OH:7])=O.CCN(CC)CC.ClC(OC)=O.[NH:28]1[CH2:33][CH2:32][O:31][CH2:30][CH2:29]1. Product: [O:31]1[CH2:32][CH2:33][N:28]([C:5](=[O:7])/[CH:4]=[CH:3]\[C:2]([NH:8][C:9]2[CH:10]=[C:11]([CH3:15])[CH:12]=[CH:13][CH:14]=2)=[O:1])[CH2:29][CH2:30]1. The catalyst class is: 1. (2) Reactant: [C:1]([O:5][C:6]([N:8]1[CH2:13][CH2:12][CH2:11][CH2:10][C@H:9]1[CH2:14][CH2:15][OH:16])=[O:7])([CH3:4])([CH3:3])[CH3:2].[CH3:17][S:18](Cl)(=[O:20])=[O:19].C(N(CC)CC)C. Product: [C:1]([O:5][C:6]([N:8]1[CH2:13][CH2:12][CH2:11][CH2:10][C@H:9]1[CH2:14][CH2:15][O:16][S:18]([CH3:17])(=[O:20])=[O:19])=[O:7])([CH3:4])([CH3:3])[CH3:2]. The catalyst class is: 4. (3) Reactant: [NH2:1][C:2]1[C:3]([F:20])=[CH:4][C:5]([Cl:19])=[C:6]([CH:18]=1)[O:7][C:8]1[C:13]([C:14]([F:17])([F:16])[F:15])=[CH:12][CH:11]=[CH:10][N:9]=1.C(N(CC)CC)C.[Cl:28][CH2:29][C:30](Cl)=[O:31]. Product: [Cl:19][C:5]1[C:6]([O:7][C:8]2[C:13]([C:14]([F:17])([F:15])[F:16])=[CH:12][CH:11]=[CH:10][N:9]=2)=[CH:18][C:2]([NH:1][C:30](=[O:31])[CH2:29][Cl:28])=[C:3]([F:20])[CH:4]=1. The catalyst class is: 308. (4) Reactant: [NH2:1][C:2]1[CH:3]=[CH:4][C:5]([Cl:8])=[N:6][CH:7]=1.[C:9]([O:13][C:14](O[C:14]([O:13][C:9]([CH3:12])([CH3:11])[CH3:10])=[O:15])=[O:15])([CH3:12])([CH3:11])[CH3:10].CCN(CC)CC. Product: [C:9]([O:13][C:14]([NH:1][C:2]1[CH:3]=[CH:4][C:5]([Cl:8])=[N:6][CH:7]=1)=[O:15])([CH3:12])([CH3:11])[CH3:10]. The catalyst class is: 2. (5) Reactant: [Si]([O:8][CH2:9][C:10]1[N:11]([CH2:19][CH2:20][C:21]([O:23][CH3:24])=[O:22])[C:12]2[C:17]([CH:18]=1)=[CH:16][CH:15]=[CH:14][CH:13]=2)(C(C)(C)C)(C)C.[F-].C([N+](CCCC)(CCCC)CCCC)CCC. Product: [OH:8][CH2:9][C:10]1[N:11]([CH2:19][CH2:20][C:21]([O:23][CH3:24])=[O:22])[C:12]2[C:17]([CH:18]=1)=[CH:16][CH:15]=[CH:14][CH:13]=2. The catalyst class is: 116. (6) Reactant: F[P-](F)(F)(F)(F)F.N1(OC(N(C)C)=[N+](C)C)[C:12]2[N:13]=[CH:14][CH:15]=[CH:16][C:11]=2[N:10]=N1.[C:25]([O:29][C:30]([NH:32][C:33]1([C:48](O)=[O:49])[CH2:38][CH2:37][N:36]([C:39]2[C:40]3[CH:47]=[CH:46][NH:45][C:41]=3[N:42]=[CH:43][N:44]=2)[CH2:35][CH2:34]1)=[O:31])([CH3:28])([CH3:27])[CH3:26].NC(C1C=C[C:58]([Cl:61])=[CH:57][CH:56]=1)C#N.C(N(C(C)C)C(C)C)C. The catalyst class is: 44. Product: [Cl:61][C:58]1[CH:16]=[CH:15][C:14]([N:13]([CH2:12][C:11]#[N:10])[C:48]([C:33]2([NH:32][C:30](=[O:31])[O:29][C:25]([CH3:27])([CH3:28])[CH3:26])[CH2:34][CH2:35][N:36]([C:39]3[C:40]4[CH:47]=[CH:46][NH:45][C:41]=4[N:42]=[CH:43][N:44]=3)[CH2:37][CH2:38]2)=[O:49])=[CH:56][CH:57]=1. (7) The catalyst class is: 1. Product: [C:10]([O:9][C:7](=[O:8])[CH2:6][CH2:5][C@H:4]([NH:14][C:15]([C:17]1[CH:21]=[C:20]([O:22][CH2:23][C:24]([N:26]2[CH2:30][CH2:29][CH2:28][C@H:27]2[C:31](=[O:37])[NH:32][CH2:33][CH:34]2[CH2:35][CH2:36]2)=[O:25])[N:19]([C:38]2[CH:43]=[CH:42][CH:41]=[CH:40][CH:39]=2)[N:18]=1)=[O:16])[C:3]([OH:44])=[O:2])([CH3:13])([CH3:11])[CH3:12]. Reactant: C[O:2][C:3](=[O:44])[C@@H:4]([NH:14][C:15]([C:17]1[CH:21]=[C:20]([O:22][CH2:23][C:24]([N:26]2[CH2:30][CH2:29][CH2:28][C@H:27]2[C:31](=[O:37])[NH:32][CH2:33][CH:34]2[CH2:36][CH2:35]2)=[O:25])[N:19]([C:38]2[CH:43]=[CH:42][CH:41]=[CH:40][CH:39]=2)[N:18]=1)=[O:16])[CH2:5][CH2:6][C:7]([O:9][C:10]([CH3:13])([CH3:12])[CH3:11])=[O:8].[Li+].[OH-]. (8) Reactant: C1C(=O)N(Br)C(=O)C1.[Cl:9][C:10]1[CH:15]=[CH:14][CH:13]=[C:12]([F:16])[C:11]=1[CH:17]1[N:22]2[N:23]=[CH:24][N:25]=[C:21]2[NH:20][C:19]([C:26]2[CH:31]=[CH:30][C:29]([Cl:32])=[CH:28][CH:27]=2)=[CH:18]1.C([O-])(O)=O.[Na+]. Product: [Cl:9][C:10]1[CH:15]=[CH:14][CH:13]=[C:12]([F:16])[C:11]=1[C:17]1[N:22]2[N:23]=[CH:24][N:25]=[C:21]2[N:20]=[C:19]([C:26]2[CH:31]=[CH:30][C:29]([Cl:32])=[CH:28][CH:27]=2)[CH:18]=1. The catalyst class is: 32. (9) Reactant: Br[C:2]1[CH:7]=[CH:6][C:5]([C:8]2[NH:12][C:11]([C@@H:13]3[CH2:17][C@H:16]([OH:18])[CH2:15][N:14]3[C:19]([O:21][C:22]([CH3:25])([CH3:24])[CH3:23])=[O:20])=[N:10][CH:9]=2)=[CH:4][CH:3]=1.[B:26]1([B:26]2[O:30][C:29]([CH3:32])([CH3:31])[C:28]([CH3:34])([CH3:33])[O:27]2)[O:30][C:29]([CH3:32])([CH3:31])[C:28]([CH3:34])([CH3:33])[O:27]1.CC([O-])=O.[K+]. Product: [OH:18][C@@H:16]1[CH2:15][N:14]([C:19]([O:21][C:22]([CH3:25])([CH3:24])[CH3:23])=[O:20])[C@H:13]([C:11]2[NH:12][C:8]([C:5]3[CH:6]=[CH:7][C:2]([B:26]4[O:30][C:29]([CH3:32])([CH3:31])[C:28]([CH3:34])([CH3:33])[O:27]4)=[CH:3][CH:4]=3)=[CH:9][N:10]=2)[CH2:17]1. The catalyst class is: 418.